From a dataset of Full USPTO retrosynthesis dataset with 1.9M reactions from patents (1976-2016). Predict the reactants needed to synthesize the given product. (1) The reactants are: [F:1][C:2]1[CH:3]=[C:4]2[C:8](=[CH:9][CH:10]=1)[NH:7][C:6]([C:11]([O:13][CH2:14][CH3:15])=[O:12])=[CH:5]2.[H-].[Na+].Br.Br[CH2:20][C:21]1[CH:22]=[N:23][CH:24]=[CH:25][CH:26]=1.C(OCC)C. Given the product [F:1][C:2]1[CH:3]=[C:4]2[C:8](=[CH:9][CH:10]=1)[N:7]([CH2:20][C:21]1[CH:22]=[N:23][CH:24]=[CH:25][CH:26]=1)[C:6]([C:11]([O:13][CH2:14][CH3:15])=[O:12])=[CH:5]2, predict the reactants needed to synthesize it. (2) Given the product [F:25][C:26]1([F:32])[CH2:31][CH2:30][CH2:29][N:28]([C:2]2[N:10]=[C:9]([C:11]3[NH:15][C:14](=[O:16])[O:13][N:12]=3)[N:8]=[C:7]3[C:3]=2[N:4]([CH2:17][C@H:18]2[CH2:23][CH2:22][C@H:21]([CH3:24])[CH2:20][CH2:19]2)[CH:5]=[N:6]3)[CH2:27]1, predict the reactants needed to synthesize it. The reactants are: Cl[C:2]1[N:10]=[C:9]([C:11]2[NH:15][C:14](=[O:16])[O:13][N:12]=2)[N:8]=[C:7]2[C:3]=1[N:4]([CH2:17][C@H:18]1[CH2:23][CH2:22][C@H:21]([CH3:24])[CH2:20][CH2:19]1)[CH:5]=[N:6]2.[F:25][C:26]1([F:32])[CH2:31][CH2:30][CH2:29][NH:28][CH2:27]1. (3) The reactants are: [F:1][C:2]([F:19])([F:18])[C:3]1[N:4]=[C:5]([C:8]2[C:9]3[CH2:17][CH2:16][CH2:15][CH2:14][C:10]=3[S:11][C:12]=2[NH2:13])[S:6][CH:7]=1.[C:20]12[C:28](=[O:29])[O:27][C:25](=[O:26])[C:21]=1[CH2:22][CH2:23][CH2:24]2. Given the product [F:19][C:2]([F:18])([F:1])[C:3]1[N:4]=[C:5]([C:8]2[C:9]3[CH2:17][CH2:16][CH2:15][CH2:14][C:10]=3[S:11][C:12]=2[NH:13][C:28]([C:20]2[CH2:24][CH2:23][CH2:22][C:21]=2[C:25]([OH:27])=[O:26])=[O:29])[S:6][CH:7]=1, predict the reactants needed to synthesize it. (4) Given the product [OH:22][CH2:21][C:20]1[C:15]([N:8]2[CH2:7][CH2:6][N:5]3[C:4]4[CH2:3][C:2]([CH3:1])([CH3:41])[CH2:13][C:12]=4[CH:11]=[C:10]3[C:9]2=[O:14])=[N:16][CH:17]=[CH:18][C:19]=1[C:23]1[N:24]=[C:25]([NH:31][C:32]2[CH:37]=[CH:36][N:35]3[CH:38]=[CH:39][N:40]=[C:34]3[CH:33]=2)[C:26](=[O:30])[N:27]([CH3:29])[CH:28]=1, predict the reactants needed to synthesize it. The reactants are: [CH3:1][C:2]1([CH3:41])[CH2:13][C:12]2[CH:11]=[C:10]3[N:5]([CH2:6][CH2:7][N:8]([C:15]4[C:20]([CH:21]=[O:22])=[C:19]([C:23]5[N:24]=[C:25]([NH:31][C:32]6[CH:37]=[CH:36][N:35]7[CH:38]=[CH:39][N:40]=[C:34]7[CH:33]=6)[C:26](=[O:30])[N:27]([CH3:29])[CH:28]=5)[CH:18]=[CH:17][N:16]=4)[C:9]3=[O:14])[C:4]=2[CH2:3]1.[BH4-].[Na+]. (5) The reactants are: [C:1](=[O:11])([O:5][CH2:6][CH2:7][C:8](=[O:10])[CH3:9])[O:2][CH2:3][CH3:4].CCO.[BH4-].[Na+].Cl. Given the product [C:1](=[O:11])([O:5][CH2:6][CH2:7][CH:8]([OH:10])[CH3:9])[O:2][CH2:3][CH3:4], predict the reactants needed to synthesize it.